The task is: Regression. Given a peptide amino acid sequence and an MHC pseudo amino acid sequence, predict their binding affinity value. This is MHC class II binding data.. This data is from Peptide-MHC class II binding affinity with 134,281 pairs from IEDB. (1) The peptide sequence is YDKFLANVSTVLTGY. The MHC is DRB1_1101 with pseudo-sequence DRB1_1101. The binding affinity (normalized) is 0.500. (2) The peptide sequence is GQEKYTDYLTVMDRY. The MHC is HLA-DQA10201-DQB10301 with pseudo-sequence HLA-DQA10201-DQB10301. The binding affinity (normalized) is 0.349. (3) The peptide sequence is VLTLGAAMVEIALGGKK. The MHC is HLA-DQA10201-DQB10303 with pseudo-sequence HLA-DQA10201-DQB10303. The binding affinity (normalized) is 0.542. (4) The peptide sequence is LVGAPFASLVATGLCFFGVA. The MHC is H-2-IAd with pseudo-sequence H-2-IAd. The binding affinity (normalized) is 0.00494.